From a dataset of Catalyst prediction with 721,799 reactions and 888 catalyst types from USPTO. Predict which catalyst facilitates the given reaction. (1) Reactant: C([Si](C)(C)[O:6][CH2:7][C:8]1[C:13]([C:14]2[CH:19]=[CH:18][N:17]=[C:16]3[NH:20][C:21]([C:23]4[CH:28]=[CH:27][C:26]([C:29]([N:31]5[CH2:36][CH2:35][O:34][CH2:33][CH2:32]5)=[O:30])=[CH:25][CH:24]=4)=[N:22][C:15]=23)=[CH:12][CH:11]=[CH:10][C:9]=1[N:37]1[CH:41]=[CH:40][N:39]([C:42]2[CH:47]=[CH:46][C:45]([CH3:48])=[CH:44][CH:43]=2)[C:38]1=[O:49])(C)(C)C.CCCC[N+](CCCC)(CCCC)CCCC.[F-]. Product: [OH:6][CH2:7][C:8]1[C:13]([C:14]2[CH:19]=[CH:18][N:17]=[C:16]3[NH:20][C:21]([C:23]4[CH:28]=[CH:27][C:26]([C:29]([N:31]5[CH2:36][CH2:35][O:34][CH2:33][CH2:32]5)=[O:30])=[CH:25][CH:24]=4)=[N:22][C:15]=23)=[CH:12][CH:11]=[CH:10][C:9]=1[N:37]1[CH:41]=[CH:40][N:39]([C:42]2[CH:43]=[CH:44][C:45]([CH3:48])=[CH:46][CH:47]=2)[C:38]1=[O:49]. The catalyst class is: 7. (2) Reactant: [CH3:1][S:2]([NH:5][C:6]1[CH:14]=[CH:13][CH:12]=[C:11]2[C:7]=1[CH:8]=[CH:9][N:10]2[CH2:15][C:16]([O:18]C)=[O:17])(=[O:4])=[O:3].O.[OH-].[Li+]. Product: [CH3:1][S:2]([NH:5][C:6]1[CH:14]=[CH:13][CH:12]=[C:11]2[C:7]=1[CH:8]=[CH:9][N:10]2[CH2:15][C:16]([OH:18])=[O:17])(=[O:3])=[O:4]. The catalyst class is: 1. (3) Reactant: [C:1]([CH:4]([CH2:9][CH2:10][CH2:11][C:12]1[CH:17]=[CH:16][CH:15]=[CH:14][CH:13]=1)[C:5]([O:7][CH3:8])=[O:6])(=[O:3])[CH3:2].[BH4-].[Na+]. Product: [OH:3][CH:1]([CH:4]([CH2:9][CH2:10][CH2:11][C:12]1[CH:13]=[CH:14][CH:15]=[CH:16][CH:17]=1)[C:5]([O:7][CH3:8])=[O:6])[CH3:2]. The catalyst class is: 5. (4) Reactant: C(N(CC)CC)C.[F:8][C:9]1[CH:10]=[C:11]2[C:15](=[CH:16][CH:17]=1)[N:14](C(OC(C)(C)C)=O)[CH:13]=[C:12]2[CH:25]=[O:26].[CH3:27][O:28][C:29]1[CH:30]=[C:31]([N:35]=[CH:36][C:37]2[CH:38]=[N:39][C:40]([O:43][CH3:44])=[CH:41][CH:42]=2)[CH:32]=[N:33][CH:34]=1. Product: [F:8][C:9]1[CH:10]=[C:11]2[C:15](=[CH:16][CH:17]=1)[NH:14][CH:13]=[C:12]2[C:25](=[O:26])[CH:36]([C:37]1[CH:38]=[N:39][C:40]([O:43][CH3:44])=[CH:41][CH:42]=1)[NH:35][C:31]1[CH:32]=[N:33][CH:34]=[C:29]([O:28][CH3:27])[CH:30]=1. The catalyst class is: 433. (5) Product: [SH:20][C:17]([CH3:18])([CH3:16])[C:25]([O:5][CH2:1][CH:2]([O:4][C:8](=[O:10])[C:7]([SH:6])([CH3:12])[CH3:11])[CH3:3])=[O:28]. The catalyst class is: 2. Reactant: [CH2:1]([OH:5])[CH:2]([OH:4])[CH3:3].[SH:6][C:7]([CH3:12])([CH3:11])[C:8]([OH:10])=O.O.C1(C)C=[CH:18][C:17]([S:20](O)(=O)=O)=[CH:16]C=1.[C:25](=[O:28])([O-])O.[Na+].